The task is: Binary Classification. Given a miRNA mature sequence and a target amino acid sequence, predict their likelihood of interaction.. This data is from Experimentally validated miRNA-target interactions with 360,000+ pairs, plus equal number of negative samples. (1) The miRNA is mmu-miR-1199-5p with sequence UCUGAGUCCCGGUCGCGCGG. The protein sequence of the target gene is MTESAVCTGAVSAVKEVWEERIKKHHEDVKREKEFQHKLVRIWEDRVSLTKLKEKVTREDGRVILRIEKEEWKTLPSSLLKLNQLQEWQLHRTGLLKIPEFIGRFQHLIVLDLSRNTISEIPRGIGLLTRLQELILSYNKIKTVPKELSNCTSLEKLELAVNRDISDLPPELSKLLKLTHLDLSMNQFTTIPHAVLDMPALEWLDMGSNSLQQLPDSLDRMRSLHTLWLQRNEITCLPETIKNMKNLGTLVLSNNKLQDIPGCMEEMTNLRFVNFRDNPLRLEVTLPPSDNTDGEEEQEL.... Result: 1 (interaction). (2) The miRNA is hsa-miR-302d-3p with sequence UAAGUGCUUCCAUGUUUGAGUGU. The protein sequence of the target gene is MGCVQCKDKEAAKLTEERDGSLNQSSGYRYGTDPTPQHYPSFGVTSIPNYNNFHAAGGQGLTVFGGVNSSSHTGTLRTRGGTGVTLFVALYDYEARTEDDLSFHKGEKFQILNSSEGDWWEARSLTTGETGYIPSNYVAPVDSIQAEEWYFGKLGRKDAERQLLSFGNPRGTFLIRESETTKGAYSLSIRDWDDMKGDHVKHYKIRKLDNGGYYITTRAQFETLQQLVQHYSERAAGLCCRLVVPCHKGMPRLTDLSVKTKDVWEIPRESLQLIKRLGNGQFGEVWMGTWNGNTKVAIKT.... Result: 0 (no interaction). (3) The miRNA is hsa-miR-6849-5p with sequence GAGUGGAUAGGGGAGUGUGUGGA. The protein sequence of the target gene is MAATRYEPVAEIGVGAYGTVYKARDPHSGHFVALKSVRVPNGGAAGGGLPVSTVREVALLRRLEAFEHPNVVRLMDVCATSRTDRDIKVTLVFEHIDQDLRTYLDKAPPPGLPVETIKDLMRQFLSGLDFLHANCIVHRDLKPENILVTSNGTVKLADFGLARIYSYQMALTPVVVTLWYRAPEVLLQSTYATPVDMWSVGCIFAEMFRRKPLFCGNSEADQLGKIFDLIGLPPEDDWPREVSLPRGAFAPRGPRPVQSVVPEMEESGAQLLLEMLTFNPHKRISAFRALQHSYLHKEES.... Result: 0 (no interaction). (4) The miRNA is hsa-miR-6844 with sequence UUCUUUGUUUUUAAUUCACAG. The protein sequence of the target gene is MAQESPKNSAAEIPVTSNGEVDDSREHSFNRDLKHSLPSGLGLSETQITSHGFDNTKEGVIEAGAFQGSPAPPLPSVMSPSRVAASRLAQQGSDLIVPAGGQRTQTKSGPVILADEIKNPAMEKLELVRKWSLNTYKCTRQIISEKLGRGSRTVDLELEAQIDILRDNKKKYENILKLAQTLSTQLFQMVHTQRQLGDAFADLSLKSLELHEEFGYNADTQKLLAKNGETLLGAINFFIASVNTLVNKTIEDTLMTVKQYESARIEYDAYRTDLEELNLGPRDANTLPKIEQSQHLFQAH.... Result: 0 (no interaction). (5) The miRNA is hsa-miR-136-3p with sequence CAUCAUCGUCUCAAAUGAGUCU. The protein sequence of the target gene is MEKLYKENEGKPENERNLESEGKPEDEGSTEDEGKSDEEEKPDMEGKTECEGKREDEGEPGDEGQLEDEGNQEKQGKSEGEDKPQSEGKPASQAKPESQPRAAEKRPAEDYVPRKAKRKTDRGTDDSPKDSQEDLQERHLSSEEMMRECGDVSRAQEELRKKQKMGGFHWMQRDVQDPFAPRGQRGVRGVRGGGRGQKDLEDVPYV. Result: 0 (no interaction). (6) The miRNA is mmu-miR-211-5p with sequence UUCCCUUUGUCAUCCUUUGCCU. The protein sequence of the target gene is MAPEINLPGPMSLIDNTKGQLVVNPEALKILSAITQPVVVVAIVGLYRTGKSYLMNKLAGKKNGFSLGSTVKSHTKGIWMWCVPHPKKPEHTLVLLDTEGLGDIEKGDNENDSWIFALAILLSSTFVYNSMGTINQQAMDQLHYVTELTDRIKANSSPGNNSVDDSADFVSFFPAFVWTLRDFTLELEVDGEPITADDYLELSLKLRKGTDKKSKSFNDPRLCIRKFFPKRKCFVFDWPAPKKYLAHLEQLKEEELNPDFIEQVAEFCSYILSHSNVKTLSGGIPVNGPRLESLVLTYVN.... Result: 0 (no interaction). (7) The miRNA is hsa-miR-5191 with sequence AGGAUAGGAAGAAUGAAGUGCU. The protein sequence of the target gene is MDDDDDSCLLDLIGDPQALNYFLHGPSNKSSNDDLTNAGYSAANSNSIFANSSNADPKSSLKGVSNQLGEGPSDGLPLSSSLQFLEDELESSPLPDLTEDQPFDILQKSLQEANITEQTLAEEAYLDASIGSSQQFAQAQLHPSSSASFTQASNVSNYSGQTLQPIGVTHVPVGASFASNTVGVQHGFMQHVGISVPSQHLSNSSQISGSGQIQLIGSFGNHPSMMTINNLDGSQIILKGSGQQAPSNVSGGLLVHRQTPNGNSLFGNSSSSPVAQPVTVPFNSTNFQTSLPVHNIIIQR.... Result: 1 (interaction).